From a dataset of Rat liver microsome stability data. Regression/Classification. Given a drug SMILES string, predict its absorption, distribution, metabolism, or excretion properties. Task type varies by dataset: regression for continuous measurements (e.g., permeability, clearance, half-life) or binary classification for categorical outcomes (e.g., BBB penetration, CYP inhibition). Dataset: rlm. The molecule is Cc1ccc(S(=O)(=O)Nc2cccc(C(=O)Nc3nc(-c4ccc(Cl)cc4)cs3)c2)cc1. The result is 1 (stable in rat liver microsomes).